Dataset: Full USPTO retrosynthesis dataset with 1.9M reactions from patents (1976-2016). Task: Predict the reactants needed to synthesize the given product. (1) Given the product [Cl:1][C:2]1[C:7]([O:8][CH3:9])=[CH:6][C:5]([C:10](=[O:19])[C:11]([CH2:12][CH:13]2[CH2:14][CH2:15][CH2:16][CH2:17][CH2:18]2)=[CH:27][N:28]([CH3:30])[CH3:29])=[C:4]([O:20][CH3:21])[CH:3]=1, predict the reactants needed to synthesize it. The reactants are: [Cl:1][C:2]1[C:7]([O:8][CH3:9])=[CH:6][C:5]([C:10](=[O:19])[CH2:11][CH2:12][CH:13]2[CH2:18][CH2:17][CH2:16][CH2:15][CH2:14]2)=[C:4]([O:20][CH3:21])[CH:3]=1.C(O[CH:27](N(C)C)[N:28]([CH3:30])[CH3:29])(C)(C)C. (2) Given the product [CH3:29][N:2]([CH3:1])[C:3]1[CH:4]=[CH:5][C:6]([C:13]2[S:14][C:15]3[CH:21]([OH:22])[CH2:20][CH2:19][CH2:18][C:16]=3[N:17]=2)=[C:7]([C:9]([OH:12])([CH3:10])[CH3:11])[CH:8]=1, predict the reactants needed to synthesize it. The reactants are: [CH3:1][N:2]([CH3:29])[C:3]1[CH:4]=[CH:5][C:6]([C:13]2[S:14][C:15]3[CH:21]([O:22]COCCOC)[CH2:20][CH2:19][CH2:18][C:16]=3[N:17]=2)=[C:7]([C:9]([OH:12])([CH3:11])[CH3:10])[CH:8]=1. (3) Given the product [NH:1]1[C:9]2[CH:8]=[CH:7][N:6]=[C:5]([NH:10][C:11]3[S:12][C:13]([C:16]#[N:17])=[CH:14][N:15]=3)[C:4]=2[CH:3]=[CH:2]1, predict the reactants needed to synthesize it. The reactants are: [NH:1]1[C:9]2[CH:8]=[CH:7][N:6]=[C:5]([NH:10][C:11]3[S:12][C:13]([C:16]#[N:17])=[CH:14][N:15]=3)[C:4]=2[CH2:3][CH2:2]1. (4) The reactants are: [N:1]1[CH:6]=[CH:5][CH:4]=[CH:3][C:2]=1[O:7][CH2:8][C:9]1[CH:27]=[CH:26][C:12]([CH2:13][C:14]2[CH:18]=[C:17]([C:19]3[C:20]([NH2:25])=[N:21][CH:22]=[CH:23][CH:24]=3)[O:16][N:15]=2)=[CH:11][CH:10]=1.[C:28]([OH:35])(=[O:34])[CH2:29][CH2:30][C:31]([OH:33])=[O:32]. Given the product [C:28]([OH:35])(=[O:34])[CH2:29][CH2:30][C:31]([OH:33])=[O:32].[N:1]1[CH:6]=[CH:5][CH:4]=[CH:3][C:2]=1[O:7][CH2:8][C:9]1[CH:27]=[CH:26][C:12]([CH2:13][C:14]2[CH:18]=[C:17]([C:19]3[C:20]([NH2:25])=[N:21][CH:22]=[CH:23][CH:24]=3)[O:16][N:15]=2)=[CH:11][CH:10]=1.[N:1]1[CH:6]=[CH:5][CH:4]=[CH:3][C:2]=1[O:7][CH2:8][C:9]1[CH:27]=[CH:26][C:12]([CH2:13][C:14]2[CH:18]=[C:17]([C:19]3[C:20]([NH2:25])=[N:21][CH:22]=[CH:23][CH:24]=3)[O:16][N:15]=2)=[CH:11][CH:10]=1, predict the reactants needed to synthesize it. (5) Given the product [CH3:39][O:11][C:9]1[CH:8]=[C:7]([C:12]2[CH:17]=[CH:16][C:15]([N:18]3[CH2:19][CH2:20][NH:21][CH2:22][CH2:23]3)=[CH:14][CH:13]=2)[N:6]=[C:5]2[N:4]([C:32]3[CH:33]=[CH:34][CH:35]=[CH:36][CH:37]=3)[N:3]=[C:2]([CH3:1])[C:10]=12, predict the reactants needed to synthesize it. The reactants are: [CH3:1][C:2]1[C:10]2[C:9](=[O:11])[CH:8]=[C:7]([C:12]3[CH:17]=[CH:16][C:15]([N:18]4[CH2:23][CH2:22][N:21](C(OC(C)(C)C)=O)[CH2:20][CH2:19]4)=[CH:14][CH:13]=3)[N:6](C)[C:5]=2[N:4]([C:32]2[CH:37]=[CH:36][CH:35]=[CH:34][CH:33]=2)[N:3]=1.Cl[CH2:39]Cl. (6) Given the product [F:1][C:2]1[CH:15]=[CH:14][C:5]2[S:6][C:7]([C:9]([OH:11])=[O:10])=[CH:8][C:4]=2[CH:3]=1, predict the reactants needed to synthesize it. The reactants are: [F:1][C:2]1[CH:15]=[CH:14][C:5]2[S:6][C:7]([C:9]([O:11]CC)=[O:10])=[CH:8][C:4]=2[CH:3]=1.[Li+].[OH-].CO.Cl.